From a dataset of Catalyst prediction with 721,799 reactions and 888 catalyst types from USPTO. Predict which catalyst facilitates the given reaction. (1) Reactant: [Br:1][C:2]1[S:6][C:5]([CH2:7][NH2:8])=[CH:4][CH:3]=1.[Cl:9][C:10]1[CH:11]=[C:12]([S:16](Cl)(=[O:18])=[O:17])[CH:13]=[CH:14][CH:15]=1.C(N(CC)C(C)C)(C)C. Product: [Br:1][C:2]1[S:6][C:5]([CH2:7][NH:8][S:16]([C:12]2[CH:13]=[CH:14][CH:15]=[C:10]([Cl:9])[CH:11]=2)(=[O:18])=[O:17])=[CH:4][CH:3]=1. The catalyst class is: 4. (2) Reactant: Br[CH2:2][CH:3]1[O:8][C:7]2[CH:9]=[C:10]([S:13]([C:16]([F:19])([F:18])[F:17])(=[O:15])=[O:14])[CH:11]=[CH:12][C:6]=2[CH2:5][O:4]1.[CH2:20]([NH2:22])[CH3:21]. Product: [F:17][C:16]([F:19])([F:18])[S:13]([C:10]1[CH:11]=[CH:12][C:6]2[CH2:5][O:4][CH:3]([CH2:2][NH:22][CH2:20][CH3:21])[O:8][C:7]=2[CH:9]=1)(=[O:15])=[O:14]. The catalyst class is: 10. (3) Reactant: [C:1]([C:4]1[C:5](=[O:16])[O:6][C:7]2[C:12]([CH:13]=1)=[C:11]([F:14])[CH:10]=[C:9]([F:15])[CH:8]=2)(=[O:3])[CH3:2].[Br-:17].[Br-].[Br-].C([N+](CCCC)(CCCC)CCCC)CCC.C([N+](CCCC)(CCCC)CCCC)CCC.C([N+](CCCC)(CCCC)CCCC)CCC. Product: [Br:17][CH2:2][C:1]([C:4]1[C:5](=[O:16])[O:6][C:7]2[C:12]([CH:13]=1)=[C:11]([F:14])[CH:10]=[C:9]([F:15])[CH:8]=2)=[O:3]. The catalyst class is: 1. (4) Reactant: [OH:1][CH:2]1[CH2:7][CH2:6][NH:5][CH2:4][CH2:3]1.[CH3:8][S:9](Cl)(=[O:11])=[O:10].CCOC(C)=O. Product: [OH:1][CH:2]1[CH2:7][CH2:6][N:5]([S:9]([CH3:8])(=[O:11])=[O:10])[CH2:4][CH2:3]1. The catalyst class is: 74. (5) Reactant: [H-].[Na+].[I-].[CH3:4][S+](C)(C)=O.[F:9][C:10]1[CH:11]=[C:12]2[C:17](=[CH:18][CH:19]=1)[O:16][CH:15]([CH:20]=[O:21])[CH2:14][CH2:13]2. Product: [CH2:14]1[CH:15]([CH:20]2[O:21][CH2:4]2)[O:16][C:17]2[CH:18]=[CH:19][C:10]([F:9])=[CH:11][C:12]=2[CH2:13]1. The catalyst class is: 633. (6) Reactant: Cl[C:2]1[CH:7]=[C:6]([C:8]2[CH:13]=[C:12]([Cl:14])[CH:11]=[CH:10][C:9]=2[O:15][CH3:16])[N:5]=[C:4]([NH2:17])[N:3]=1.Cl.[F:19][C:20]([F:29])([F:28])[C:21]1[CH:27]=[CH:26][C:24]([NH2:25])=[CH:23][CH:22]=1. Product: [Cl:14][C:12]1[CH:11]=[CH:10][C:9]([O:15][CH3:16])=[C:8]([C:6]2[N:5]=[C:4]([NH2:17])[N:3]=[C:2]([NH:25][C:24]3[CH:26]=[CH:27][C:21]([C:20]([F:19])([F:28])[F:29])=[CH:22][CH:23]=3)[CH:7]=2)[CH:13]=1. The catalyst class is: 714. (7) Reactant: F[C:2]1[CH:3]=[N:4][CH:5]=[CH:6][C:7]=1[C:8]1[S:9][C:10]2[CH:16]=[CH:15][CH:14]=[CH:13][C:11]=2[N:12]=1.[CH3:17][N:18]([CH3:27])[C:19]([CH:21]1[CH2:26][CH2:25][NH:24][CH2:23][CH2:22]1)=[O:20].C(=O)([O-])[O-].[K+].[K+].CN1C(=O)CCC1. Product: [S:9]1[C:10]2[CH:16]=[CH:15][CH:14]=[CH:13][C:11]=2[N:12]=[C:8]1[C:7]1[CH:6]=[CH:5][N:4]=[CH:3][C:2]=1[N:24]1[CH2:25][CH2:26][CH:21]([C:19]([N:18]([CH3:27])[CH3:17])=[O:20])[CH2:22][CH2:23]1. The catalyst class is: 6. (8) Reactant: [N:1]([CH2:4][CH:5]1[CH2:9][C:8]2[CH:10]=[CH:11][CH:12]=[C:13]([C:14]3[CH:19]=[CH:18][CH:17]=[CH:16][C:15]=3[Cl:20])[C:7]=2[O:6]1)=[N+]=[N-]. Product: [Cl:20][C:15]1[CH:16]=[CH:17][CH:18]=[CH:19][C:14]=1[C:13]1[C:7]2[O:6][CH:5]([CH2:4][NH2:1])[CH2:9][C:8]=2[CH:10]=[CH:11][CH:12]=1. The catalyst class is: 553. (9) Reactant: [F:1][C:2]([F:30])([F:29])[C:3]1[CH:4]=[C:5]([CH:22]=[C:23]([C:25]([F:28])([F:27])[F:26])[CH:24]=1)[CH2:6][O:7][CH2:8][C:9]1([C:16]2[CH:21]=[CH:20][CH:19]=[CH:18][CH:17]=2)[CH2:15][CH2:14][CH2:13][NH:12][CH2:11][CH2:10]1.C=O.[CH:33](O)=O. Product: [F:30][C:2]([F:29])([F:1])[C:3]1[CH:4]=[C:5]([CH:22]=[C:23]([C:25]([F:28])([F:27])[F:26])[CH:24]=1)[CH2:6][O:7][CH2:8][C:9]1([C:16]2[CH:21]=[CH:20][CH:19]=[CH:18][CH:17]=2)[CH2:15][CH2:14][CH2:13][N:12]([CH3:33])[CH2:11][CH2:10]1. The catalyst class is: 22.